Dataset: CYP2C9 inhibition data for predicting drug metabolism from PubChem BioAssay. Task: Regression/Classification. Given a drug SMILES string, predict its absorption, distribution, metabolism, or excretion properties. Task type varies by dataset: regression for continuous measurements (e.g., permeability, clearance, half-life) or binary classification for categorical outcomes (e.g., BBB penetration, CYP inhibition). Dataset: cyp2c9_veith. (1) The compound is Cc1cc(NC(=O)CCCC(=O)OCC(F)(F)C(F)F)cc(C)c1C(=O)O. The result is 0 (non-inhibitor). (2) The drug is CC(=O)N1CCC2(CC1)CCN(C(=O)Nc1cccc(F)c1)CC2. The result is 0 (non-inhibitor). (3) The molecule is COC(=O)c1c(-c2ccc3ccccc3c2)csc1NC(=O)Cc1ccc(OC)c(OC)c1. The result is 1 (inhibitor).